The task is: Predict the product of the given reaction.. This data is from Forward reaction prediction with 1.9M reactions from USPTO patents (1976-2016). (1) The product is: [CH3:20][O:19][C:16]1[CH:17]=[CH:18][C:13]2[CH2:12][C@H:11]([CH3:21])[N:10]([C:22]([NH:24][CH3:25])=[O:23])[N:9]=[C:8]([C:5]3[CH:6]=[CH:7][C:2]([N:1]4[CH:44]=[N:42][N:41]=[N:40]4)=[CH:3][CH:4]=3)[C:14]=2[CH:15]=1. Given the reactants [NH2:1][C:2]1[CH:7]=[CH:6][C:5]([C:8]2[C:14]3[CH:15]=[C:16]([O:19][CH3:20])[CH:17]=[CH:18][C:13]=3[CH2:12][C@H:11]([CH3:21])[N:10]([C:22]([NH:24][CH3:25])=[O:23])[N:9]=2)=[CH:4][CH:3]=1.C(OCC)(OCC)OCC.C(O)(=O)C.[N-:40]=[N+:41]=[N-:42].[Na+].[C:44](=O)(O)[O-].[Na+], predict the reaction product. (2) Given the reactants [CH2:1]([NH2:13])[CH2:2][CH2:3][CH2:4][CH2:5][CH2:6][CH2:7][CH2:8][CH2:9][CH2:10][CH2:11][CH3:12].I[C:15]1[CH:58]=[CH:57][C:18]([CH2:19][N:20]([C:52](=[O:56])[C:53]([OH:55])=[O:54])[CH2:21][C:22]2[CH:27]=[CH:26][C:25]([C:28]3[CH:33]=[CH:32][C:31]([C:34](NCCC4C=CC(OC5C=CC=CC=5)=CC=4)=[O:35])=[CH:30][CH:29]=3)=[CH:24][CH:23]=2)=[CH:17][CH:16]=1.[F:59][C:60]([F:76])([F:75])[C:61]1[CH:66]=[CH:65][CH:64]=[CH:63][C:62]=1C1C=CC(C=O)=CC=1, predict the reaction product. The product is: [CH2:1]([NH:13][C:34]([C:31]1[CH:30]=[CH:29][C:28]([C:25]2[CH:26]=[CH:27][C:22]([CH2:21][N:20]([C:52](=[O:56])[C:53]([OH:55])=[O:54])[CH2:19][C:18]3[CH:57]=[CH:58][C:15]([C:62]4[CH:63]=[CH:64][CH:65]=[CH:66][C:61]=4[C:60]([F:76])([F:75])[F:59])=[CH:16][CH:17]=3)=[CH:23][CH:24]=2)=[CH:33][CH:32]=1)=[O:35])[CH2:2][CH2:3][CH2:4][CH2:5][CH2:6][CH2:7][CH2:8][CH2:9][CH2:10][CH2:11][CH3:12]. (3) Given the reactants [CH2:1]([CH2:5][C:6](=O)[CH3:7])[C:2]([CH3:4])=O.C1(C)C=CC=CC=1.[CH3:16][CH2:17][O:18][C:19]1[CH:20]=[CH:21][C:22]([NH2:25])=[CH:23][CH:24]=1, predict the reaction product. The product is: [CH3:7][C:6]1[N:25]([C:22]2[CH:23]=[CH:24][C:19]([O:18][CH2:17][CH3:16])=[CH:20][CH:21]=2)[C:2]([CH3:4])=[CH:1][CH:5]=1. (4) Given the reactants Cl[C:2]1[C:3]2[NH:10][CH:9]=[CH:8][C:4]=2[N:5]=[CH:6][N:7]=1.[C:11]1([NH:17][C:18]2[CH:23]=[CH:22][C:21]([OH:24])=[CH:20][CH:19]=2)[CH:16]=[CH:15][CH:14]=[CH:13][CH:12]=1.O[CH:26]1[CH2:29][N:28]([C:30]([O:32]C(C)(C)C)=O)[CH2:27]1.[C:37](Cl)(=O)[CH:38]=C, predict the reaction product. The product is: [C:11]1([NH:17][C:18]2[CH:23]=[CH:22][C:21]([O:24][C:2]3[C:3]4[N:10]([CH:26]5[CH2:27][N:28]([C:30](=[O:32])[CH:37]=[CH2:38])[CH2:29]5)[CH:9]=[CH:8][C:4]=4[N:5]=[CH:6][N:7]=3)=[CH:20][CH:19]=2)[CH:12]=[CH:13][CH:14]=[CH:15][CH:16]=1. (5) Given the reactants N(C(OC(C)C)=O)=NC(OC(C)C)=O.[CH2:15]([O:22][C:23]1[C:28]2[C:29]([OH:32])=[N:30][O:31][C:27]=2[CH:26]=[CH:25][CH:24]=1)[C:16]1[CH:21]=[CH:20][CH:19]=[CH:18][CH:17]=1.O[CH2:34][CH2:35][CH:36]1[CH2:41][CH2:40][N:39]([C:42]([O:44][C:45]([CH3:48])([CH3:47])[CH3:46])=[O:43])[CH2:38][CH2:37]1.C1(P(C2C=CC=CC=2)C2C=CC=CC=2)C=CC=CC=1, predict the reaction product. The product is: [CH2:15]([O:22][C:23]1[C:28]2[C:29]([O:32][CH2:34][CH2:35][CH:36]3[CH2:37][CH2:38][N:39]([C:42]([O:44][C:45]([CH3:46])([CH3:48])[CH3:47])=[O:43])[CH2:40][CH2:41]3)=[N:30][O:31][C:27]=2[CH:26]=[CH:25][CH:24]=1)[C:16]1[CH:17]=[CH:18][CH:19]=[CH:20][CH:21]=1.